Task: Predict the reactants needed to synthesize the given product.. Dataset: Full USPTO retrosynthesis dataset with 1.9M reactions from patents (1976-2016) (1) Given the product [ClH:1].[CH2:34]([N:24]1[CH2:23][CH2:22][CH:21]([N:17]2[C:18]3[C:14](=[CH:13][C:12]([S:9]([C:5]4[CH:6]=[CH:7][CH:8]=[C:3]([F:2])[CH:4]=4)(=[O:10])=[O:11])=[CH:20][CH:19]=3)[CH:15]=[CH:16]2)[CH2:26][CH2:25]1)[CH3:35], predict the reactants needed to synthesize it. The reactants are: [ClH:1].[F:2][C:3]1[CH:4]=[C:5]([S:9]([C:12]2[CH:13]=[C:14]3[C:18](=[CH:19][CH:20]=2)[N:17]([CH:21]2[CH2:26][CH2:25][N:24](C(OC(C)(C)C)=O)[CH2:23][CH2:22]2)[CH:16]=[CH:15]3)(=[O:11])=[O:10])[CH:6]=[CH:7][CH:8]=1.[CH:34](=O)[CH3:35]. (2) Given the product [CH:22]1([CH2:21][N:13]2[C:12]3[CH:25]=[CH:26][C:9]([S:6]([CH2:5][CH:3]4[CH2:2][N:1]([C:39]([NH2:38])=[O:40])[CH2:4]4)(=[O:8])=[O:7])=[CH:10][C:11]=3[N:15]=[C:14]2[CH2:16][C:17]([CH3:20])([CH3:19])[CH3:18])[CH2:23][CH2:24]1, predict the reactants needed to synthesize it. The reactants are: [NH:1]1[CH2:4][CH:3]([CH2:5][S:6]([C:9]2[CH:26]=[CH:25][C:12]3[N:13]([CH2:21][CH:22]4[CH2:24][CH2:23]4)[C:14]([CH2:16][C:17]([CH3:20])([CH3:19])[CH3:18])=[N:15][C:11]=3[CH:10]=2)(=[O:8])=[O:7])[CH2:2]1.C(N(CC)CC)C.C[Si]([N:38]=[C:39]=[O:40])(C)C. (3) Given the product [S:24]([OH:27])(=[O:26])(=[O:25])[CH3:23].[NH2:1][C@@H:2]([CH2:6][O:7][C:8]([O:10][C:11]1[C:16]([CH:17]([CH3:18])[CH3:19])=[CH:15][CH:14]=[CH:13][C:12]=1[CH:20]([CH3:22])[CH3:21])=[O:9])[C:3]([OH:5])=[O:4], predict the reactants needed to synthesize it. The reactants are: [NH2:1][C@@H:2]([CH2:6][O:7][C:8]([O:10][C:11]1[C:16]([CH:17]([CH3:19])[CH3:18])=[CH:15][CH:14]=[CH:13][C:12]=1[CH:20]([CH3:22])[CH3:21])=[O:9])[C:3]([OH:5])=[O:4].[CH3:23][S:24]([OH:27])(=[O:26])=[O:25]. (4) Given the product [Cl:3][C:4]1[CH:9]=[CH:8][C:7]([CH2:10][C:11]([OH:13])=[O:12])=[CH:6][C:5]=1[O:16][C:17]1[CH:22]=[CH:21][C:20]([S:23]([CH3:26])(=[O:24])=[O:25])=[CH:19][C:18]=1[Cl:27], predict the reactants needed to synthesize it. The reactants are: [OH-].[Na+].[Cl:3][C:4]1[CH:9]=[CH:8][C:7]([CH2:10][C:11]([O:13]CC)=[O:12])=[CH:6][C:5]=1[O:16][C:17]1[CH:22]=[CH:21][C:20]([S:23]([CH3:26])(=[O:25])=[O:24])=[CH:19][C:18]=1[Cl:27]. (5) Given the product [CH2:1]([N:8]([CH2:19][C:20]1[CH:21]=[CH:22][C:23]([C:24]([NH:26][CH2:45][CH2:44][C:43]2[CH:47]=[CH:48][CH:49]=[C:41]([N+:38]([O-:40])=[O:39])[CH:42]=2)=[O:25])=[CH:35][CH:36]=1)[S:9]([C:12]1[CH:13]=[CH:14][C:15]([Cl:18])=[CH:16][CH:17]=1)(=[O:11])=[O:10])[C:2]1[CH:7]=[CH:6][CH:5]=[CH:4][CH:3]=1, predict the reactants needed to synthesize it. The reactants are: [CH2:1]([N:8]([CH2:19][C:20]1[CH:36]=[CH:35][C:23]([C:24]([NH:26]CC2C=CC=C(Cl)C=2)=[O:25])=[CH:22][CH:21]=1)[S:9]([C:12]1[CH:17]=[CH:16][C:15]([Cl:18])=[CH:14][CH:13]=1)(=[O:11])=[O:10])[C:2]1[CH:7]=[CH:6][CH:5]=[CH:4][CH:3]=1.Cl.[N+:38]([C:41]1[CH:42]=[C:43]([CH:47]=[CH:48][CH:49]=1)[CH2:44][CH2:45]N)([O-:40])=[O:39]. (6) Given the product [CH3:34][C:3]1[CH:4]=[C:5]([C:6]([N:8]2[C:14]3[CH:15]=[CH:16][CH:17]=[CH:18][C:13]=3[CH2:12][N:11]3[C:19]([C:22]([NH:24][CH2:25][C:26]4[CH:27]=[N:28][CH:29]=[CH:30][CH:31]=4)=[O:23])=[CH:20][CH:21]=[C:10]3[CH2:9]2)=[O:7])[CH:32]=[CH:33][C:2]=1[C:35]1[CH:40]=[CH:39][CH:38]=[CH:37][CH:36]=1, predict the reactants needed to synthesize it. The reactants are: I[C:2]1[CH:33]=[CH:32][C:5]([C:6]([N:8]2[C:14]3[CH:15]=[CH:16][CH:17]=[CH:18][C:13]=3[CH2:12][N:11]3[C:19]([C:22]([NH:24][CH2:25][C:26]4[CH:27]=[N:28][CH:29]=[CH:30][CH:31]=4)=[O:23])=[CH:20][CH:21]=[C:10]3[CH2:9]2)=[O:7])=[CH:4][C:3]=1[CH3:34].[C:35]1(B(O)O)[CH:40]=[CH:39][CH:38]=[CH:37][CH:36]=1.C(=O)([O-])[O-].[K+].[K+]. (7) The reactants are: [CH2:1]([O:3][C:4](=[O:18])[CH2:5][CH2:6][CH2:7][CH2:8][CH2:9][N:10]1[CH2:15][CH2:14][O:13][C@H:12]([CH2:16][NH2:17])[CH2:11]1)[CH3:2].[NH2:19][C:20]1[C:28]([Cl:29])=[CH:27][C:23]([C:24]([OH:26])=[O:25])=[C:22]([O:30][CH2:31][CH3:32])[CH:21]=1.Cl.C(N=C=NCCCN(C)C)C. Given the product [NH2:19][C:20]1[C:28]([Cl:29])=[CH:27][C:23]([C:24]([NH:17][CH2:16][C@@H:12]2[CH2:11][N:10]([CH2:9][CH2:8][CH2:7][CH2:6][CH2:5][C:4]([OH:3])=[O:18])[CH2:15][CH2:14][O:13]2)=[O:25])=[C:22]([O:30][CH2:31][CH3:32])[CH:21]=1.[CH2:1]([O:3][C:4](=[O:18])[CH2:5][CH2:6][CH2:7][CH2:8][CH2:9][N:10]1[CH2:15][CH2:14][O:13][C@H:12]([CH2:16][NH:17][C:24](=[O:26])[C:23]2[CH:27]=[C:28]([Cl:29])[C:20]([NH2:19])=[CH:21][C:22]=2[O:30][CH2:31][CH3:32])[CH2:11]1)[CH3:2], predict the reactants needed to synthesize it. (8) Given the product [Cl:1][C:2]1[CH:7]=[CH:6][C:5]([C@H:8]([N:17]2[CH2:20][CH:19]([C@@H:21]([C:26]3[CH:31]=[C:30]([F:32])[CH:29]=[C:28]([F:33])[CH:27]=3)[C:22]([F:40])([CH3:24])[CH3:23])[CH2:18]2)[C:9]2[CH:10]=[C:11]([CH:14]=[CH:15][CH:16]=2)[C:12]#[N:13])=[CH:4][CH:3]=1, predict the reactants needed to synthesize it. The reactants are: [Cl:1][C:2]1[CH:7]=[CH:6][C:5]([C@H:8]([N:17]2[CH2:20][CH:19]([C@@H:21]([C:26]3[CH:31]=[C:30]([F:32])[CH:29]=[C:28]([F:33])[CH:27]=3)[C:22](O)([CH3:24])[CH3:23])[CH2:18]2)[C:9]2[CH:10]=[C:11]([CH:14]=[CH:15][CH:16]=2)[C:12]#[N:13])=[CH:4][CH:3]=1.N1C=CC=CC=1.[FH:40].[OH-].[Na+].C([O-])(O)=O.[Na+]. (9) Given the product [F:26][C:20]([F:27])([CH:7]([OH:8])[C:6]1[CH:9]=[CH:10][CH:11]=[C:4]([N+:1]([O-:3])=[O:2])[CH:5]=1)[C:21]([O:23][CH2:24][CH3:25])=[O:22], predict the reactants needed to synthesize it. The reactants are: [N+:1]([C:4]1[CH:5]=[C:6]([CH:9]=[CH:10][CH:11]=1)[CH:7]=[O:8])([O-:3])=[O:2].C(OCC)(=O)C.Cl.Br[C:20]([F:27])([F:26])[C:21]([O:23][CH2:24][CH3:25])=[O:22].